This data is from Catalyst prediction with 721,799 reactions and 888 catalyst types from USPTO. The task is: Predict which catalyst facilitates the given reaction. (1) Reactant: [F:1][C:2]1[CH:28]=[CH:27][C:5]([O:6][C:7]2[C:16]([C:17]3[CH:18]=[N:19][NH:20][CH:21]=3)=[CH:15][CH:14]=[C:13]3[C:8]=2[CH2:9][CH2:10][C@H:11]([CH3:26])[N:12]3[C:22]([O:24][CH3:25])=[O:23])=[CH:4][CH:3]=1.CN(C)C=O.[H-].[Na+].CS(O[CH:41]1[CH2:44][N:43]([CH:45]([C:52]2[CH:57]=[CH:56][CH:55]=[CH:54][CH:53]=2)[C:46]2[CH:51]=[CH:50][CH:49]=[CH:48][CH:47]=2)[CH:42]1[CH3:58])(=O)=O. Product: [CH:45]([N:43]1[CH2:44][CH:41]([N:20]2[CH:21]=[C:17]([C:16]3[C:7]([O:6][C:5]4[CH:4]=[CH:3][C:2]([F:1])=[CH:28][CH:27]=4)=[C:8]4[C:13](=[CH:14][CH:15]=3)[N:12]([C:22]([O:24][CH3:25])=[O:23])[C@@H:11]([CH3:26])[CH2:10][CH2:9]4)[CH:18]=[N:19]2)[CH:42]1[CH3:58])([C:52]1[CH:53]=[CH:54][CH:55]=[CH:56][CH:57]=1)[C:46]1[CH:51]=[CH:50][CH:49]=[CH:48][CH:47]=1. The catalyst class is: 6. (2) Reactant: [F:1][C:2]1[CH:3]=[C:4]([CH:12]([CH3:17])[C:13]([O:15]C)=[O:14])[CH:5]=[CH:6][C:7]=1[S:8]([CH3:11])(=[O:10])=[O:9].[OH-].[Na+].C(OCC)(=O)C.CCCCCC.Cl. Product: [F:1][C:2]1[CH:3]=[C:4]([CH:12]([CH3:17])[C:13]([OH:15])=[O:14])[CH:5]=[CH:6][C:7]=1[S:8]([CH3:11])(=[O:10])=[O:9]. The catalyst class is: 24. (3) Reactant: [N+:1]([C:4]1[CH:10]=[CH:9][C:8]([C:11]2[S:12][CH:13]=[CH:14][CH:15]=2)=[CH:7][C:5]=1[NH2:6])([O-:3])=[O:2].Cl[C:17](Cl)([O:19]C(=O)OC(Cl)(Cl)Cl)Cl.[OH:28][CH2:29][CH:30]1[CH2:33][N:32]([C:34]([O:36][C:37]([CH3:40])([CH3:39])[CH3:38])=[O:35])[CH2:31]1. Product: [N+:1]([C:4]1[CH:10]=[CH:9][C:8]([C:11]2[S:12][CH:13]=[CH:14][CH:15]=2)=[CH:7][C:5]=1[NH:6][C:17]([O:28][CH2:29][CH:30]1[CH2:33][N:32]([C:34]([O:36][C:37]([CH3:40])([CH3:39])[CH3:38])=[O:35])[CH2:31]1)=[O:19])([O-:3])=[O:2]. The catalyst class is: 4. (4) Reactant: [NH2:1][C:2]1[S:3][C:4]2[C:9]([N:10]=1)=[CH:8][CH:7]=[C:6]([O:11][C:12]1[CH:13]=[C:14]([NH:20][C:21](=[O:33])[C:22]3[CH:27]=[CH:26][CH:25]=[C:24]([C:28]([C:31]#[N:32])([CH3:30])[CH3:29])[CH:23]=3)[CH:15]=[CH:16][C:17]=1[CH2:18][CH3:19])[N:5]=2.[Cl:34][CH2:35][C:36](Cl)=[O:37]. Product: [Cl:34][CH2:35][C:36]([NH:1][C:2]1[S:3][C:4]2[C:9]([N:10]=1)=[CH:8][CH:7]=[C:6]([O:11][C:12]1[CH:13]=[C:14]([NH:20][C:21](=[O:33])[C:22]3[CH:27]=[CH:26][CH:25]=[C:24]([C:28]([C:31]#[N:32])([CH3:30])[CH3:29])[CH:23]=3)[CH:15]=[CH:16][C:17]=1[CH2:18][CH3:19])[N:5]=2)=[O:37]. The catalyst class is: 42. (5) Reactant: [CH3:1][C:2]1[NH:3][C:4]2[CH:10]=[CH:9][CH:8]=[CH:7][C:5]=2[N:6]=1.C(=O)([O-])[O-].[K+].[K+].[CH2:17](Cl)[C:18]1[CH:23]=[CH:22][CH:21]=[CH:20][CH:19]=1. Product: [CH2:17]([N:3]1[C:4]2[CH:10]=[CH:9][CH:8]=[CH:7][C:5]=2[N:6]=[C:2]1[CH3:1])[C:18]1[CH:23]=[CH:22][CH:21]=[CH:20][CH:19]=1. The catalyst class is: 9.